Dataset: Full USPTO retrosynthesis dataset with 1.9M reactions from patents (1976-2016). Task: Predict the reactants needed to synthesize the given product. (1) Given the product [N+:25]([C:28]1[CH:29]=[CH:30][C:31]([C:32]([NH:16][C:5]2[C:4]([N+:1]([O-:3])=[O:2])=[C:9]([C:10]3[CH:15]=[CH:14][CH:13]=[CH:12][CH:11]=3)[CH:8]=[CH:7][N:6]=2)=[O:33])=[CH:35][CH:36]=1)([O-:27])=[O:26], predict the reactants needed to synthesize it. The reactants are: [N+:1]([C:4]1[C:5]([NH2:16])=[N:6][CH:7]=[CH:8][C:9]=1[C:10]1[CH:15]=[CH:14][CH:13]=[CH:12][CH:11]=1)([O-:3])=[O:2].CC1C=CC=CC=1C.[N+:25]([C:28]1[CH:36]=[CH:35][C:31]([C:32](Cl)=[O:33])=[CH:30][CH:29]=1)([O-:27])=[O:26]. (2) Given the product [F:1][C:2]1[C:9]([N:20]2[CH2:21][CH2:22][CH:17]([C:16]([F:24])([F:23])[F:15])[CH2:18][CH2:19]2)=[CH:8][C:5]([NH:6][CH3:7])=[C:4]([N+:11]([O-:13])=[O:12])[CH:3]=1, predict the reactants needed to synthesize it. The reactants are: [F:1][C:2]1[C:9](F)=[CH:8][C:5]([NH:6][CH3:7])=[C:4]([N+:11]([O-:13])=[O:12])[CH:3]=1.Cl.[F:15][C:16]([F:24])([F:23])[CH:17]1[CH2:22][CH2:21][NH:20][CH2:19][CH2:18]1.C([O-])([O-])=O.[K+].[K+].N. (3) The reactants are: [CH2:1]([N:3]([CH2:18][CH3:19])[S:4]([C:7]1[CH:8]=[CH:9][C:10]2[N:11]([C:14](=O)[NH:15][N:16]=2)[C:12]=1[CH3:13])(=[O:6])=[O:5])[CH3:2].C([O-])(O)=O.[Na+].O=P(Cl)(Cl)[Cl:27]. Given the product [Cl:27][C:14]1[N:11]2[C:12]([CH3:13])=[C:7]([S:4]([N:3]([CH2:18][CH3:19])[CH2:1][CH3:2])(=[O:6])=[O:5])[CH:8]=[CH:9][C:10]2=[N:16][N:15]=1, predict the reactants needed to synthesize it. (4) Given the product [NH2:1][C:2]1[CH:3]=[C:4]([C:8]2[N:9]=[CH:10][N:11]([C:13]([N:15]([CH:17]3[CH2:18][CH2:19][N:20]([C:23]4[CH:24]=[CH:25][C:26]([OH:29])=[CH:27][CH:28]=4)[CH2:21][CH2:22]3)[CH3:16])=[O:14])[CH:12]=2)[CH:5]=[CH:6][CH:7]=1, predict the reactants needed to synthesize it. The reactants are: [NH2:1][C:2]1[CH:3]=[C:4]([C:8]2[N:9]=[CH:10][N:11]([C:13]([N:15]([CH:17]3[CH2:22][CH2:21][N:20]([C:23]4[CH:28]=[CH:27][C:26]([O:29]C)=[CH:25][CH:24]=4)[CH2:19][CH2:18]3)[CH3:16])=[O:14])[CH:12]=2)[CH:5]=[CH:6][CH:7]=1.B(Br)(Br)Br. (5) Given the product [Cl:1][C:2]1[CH:3]=[C:4]([NH:9][C:10]2[C:11]3[C:18](=[CH:21][C:23]4[NH:27][C:26]([CH3:28])=[C:25]([CH2:29][CH2:30][C:31]([OH:33])=[O:32])[C:24]=4[CH3:34])[C:17](=[O:19])[N:16]([CH3:20])[C:12]=3[N:13]=[CH:14][N:15]=2)[CH:5]=[CH:6][C:7]=1[F:8], predict the reactants needed to synthesize it. The reactants are: [Cl:1][C:2]1[CH:3]=[C:4]([NH:9][C:10]2[C:11]3[CH2:18][C:17](=[O:19])[N:16]([CH3:20])[C:12]=3[N:13]=[CH:14][N:15]=2)[CH:5]=[CH:6][C:7]=1[F:8].[CH:21]([C:23]1[NH:27][C:26]([CH3:28])=[C:25]([CH2:29][CH2:30][C:31]([OH:33])=[O:32])[C:24]=1[CH3:34])=O. (6) Given the product [NH2:35][C:32]1[S:33][CH:34]=[C:30](/[C:10](=[N:9]/[O:8][CH2:7][C:6]([OH:43])=[O:5])/[C:11](=[O:12])[NH:13][C@H:14]2[C@@H:17]([CH2:18][N:19]3[CH2:23][CH2:22][O:21][C:20]3=[O:24])[N:16]([S:25]([OH:28])(=[O:26])=[O:27])[C:15]2=[O:29])[N:31]=1, predict the reactants needed to synthesize it. The reactants are: C([O:5][C:6](=[O:43])[CH2:7][O:8]/[N:9]=[C:10](/[C:30]1[N:31]=[C:32]([NH:35]C(OC(C)(C)C)=O)[S:33][CH:34]=1)\[C:11]([NH:13][C@H:14]1[C@@H:17]([CH2:18][N:19]2[CH2:23][CH2:22][O:21][C:20]2=[O:24])[N:16]([S:25]([OH:28])(=[O:27])=[O:26])[C:15]1=[O:29])=[O:12])(C)(C)C.C(O)(C(F)(F)F)=O. (7) Given the product [CH2:34]([O:33][C:31]([CH:26]1[CH2:27][C:28](=[CH:15][C:16]([O:18][C:19]([CH3:20])([CH3:21])[CH3:22])=[O:17])[CH2:29][CH:25]1[CH2:23][CH3:24])=[O:32])[CH3:35], predict the reactants needed to synthesize it. The reactants are: CC(C)([O-])C.[Na+].C(OP([CH2:15][C:16]([O:18][C:19]([CH3:22])([CH3:21])[CH3:20])=[O:17])(OCC)=O)C.[CH2:23]([C@@H:25]1[CH2:29][C:28](=O)[CH2:27][C@@H:26]1[C:31]([O:33][CH2:34][CH3:35])=[O:32])[CH3:24].P(=O)(O)(O)O.